This data is from CYP2C9 inhibition data for predicting drug metabolism from PubChem BioAssay. The task is: Regression/Classification. Given a drug SMILES string, predict its absorption, distribution, metabolism, or excretion properties. Task type varies by dataset: regression for continuous measurements (e.g., permeability, clearance, half-life) or binary classification for categorical outcomes (e.g., BBB penetration, CYP inhibition). Dataset: cyp2c9_veith. (1) The compound is CCOc1c(Cl)cc(C(=O)Nc2ccccc2-c2ccccc2)cc1Cl. The result is 1 (inhibitor). (2) The molecule is CC1=C(C)[N+](=O)C2(O)CCCCC2(C)N1[O-]. The result is 0 (non-inhibitor). (3) The drug is Cc1ccc(OCCCC(=O)Nc2ccccc2C(F)(F)F)cc1. The result is 1 (inhibitor). (4) The compound is CO[C@]1(NC(=O)Cc2cccs2)C(=O)N2C(C(=O)[O-])=C(COC(N)=O)CS[C@H]21.[Na+]. The result is 0 (non-inhibitor). (5) The result is 1 (inhibitor). The molecule is CCOc1ccc(C2=Nn3c(nnc3-c3ccco3)SC2)cc1. (6) The molecule is O[C@@H](C1=C/C(=C\c2ccncc2)c2ccccc21)c1ccncc1. The result is 1 (inhibitor). (7) The molecule is CN1CCN(Cc2nc3cccc4c3c([n+]2[O-])-c2ccccc2-4)CC1. The result is 0 (non-inhibitor). (8) The drug is Cn1cc(/C=N/n2cnc3scc(-c4ccccc4)c3c2=O)c2ccccc21. The result is 1 (inhibitor). (9) The result is 1 (inhibitor). The drug is CCCCOc1ccc(C(=O)CCN2CCCCC2)cc1.